Dataset: Full USPTO retrosynthesis dataset with 1.9M reactions from patents (1976-2016). Task: Predict the reactants needed to synthesize the given product. (1) The reactants are: [H-].[Na+].[C:3]1([CH3:19])[CH:8]=[C:7]([CH3:9])[CH:6]=[C:5]([CH3:10])[C:4]=1[CH:11]([C:16](=[O:18])[CH3:17])[C:12]([O:14][CH3:15])=[O:13].[Li]CCCC.[C:25]1([S:31][CH:32]([CH2:35][CH3:36])C=O)[CH:30]=[CH:29][CH:28]=[CH:27][CH:26]=1.C1C[O:40][CH2:39]C1. Given the product [OH:40][CH:39]([CH2:36][CH2:35][CH2:32][S:31][C:25]1[CH:26]=[CH:27][CH:28]=[CH:29][CH:30]=1)[CH2:17][C:16](=[O:18])[CH:11]([C:4]1[C:5]([CH3:10])=[CH:6][C:7]([CH3:9])=[CH:8][C:3]=1[CH3:19])[C:12]([O:14][CH3:15])=[O:13], predict the reactants needed to synthesize it. (2) Given the product [NH2:7][CH2:8][CH2:9][CH2:10][N:11]([CH2:16][C:17]1[CH:22]=[CH:21][CH:20]=[C:19]([C:23]2[CH:28]=[CH:27][N:26]=[C:25]([NH:42][CH2:41][CH2:40][C:33]3[C:34]4[C:39](=[CH:38][CH:37]=[CH:36][CH:35]=4)[NH:31][CH:32]=3)[N:24]=2)[CH:18]=1)[S:12]([CH3:15])(=[O:13])=[O:14], predict the reactants needed to synthesize it. The reactants are: C(OC(=O)[NH:7][CH2:8][CH2:9][CH2:10][N:11]([CH2:16][C:17]1[CH:22]=[CH:21][CH:20]=[C:19]([C:23]2[CH:28]=[CH:27][N:26]=[C:25](Cl)[N:24]=2)[CH:18]=1)[S:12]([CH3:15])(=[O:14])=[O:13])(C)(C)C.[NH:31]1[C:39]2[C:34](=[CH:35][CH:36]=[CH:37][CH:38]=2)[C:33]([CH2:40][CH2:41][NH2:42])=[CH:32]1. (3) Given the product [CH3:1]/[C:2](/[CH2:14][CH2:15][CH:16]=[C:17]([CH3:19])[CH3:18])=[CH:3]\[CH2:4][CH2:5][C:6]1[NH:21][N:20]=[C:8]([OH:9])[CH:7]=1, predict the reactants needed to synthesize it. The reactants are: [CH3:1]/[C:2](/[CH2:14][CH2:15][CH:16]=[C:17]([CH3:19])[CH3:18])=[CH:3]\[CH2:4][CH2:5][C:6](=O)[CH2:7][C:8](OCC)=[O:9].[NH2:20][NH2:21]. (4) Given the product [F:18][C:2]([F:1])([F:17])[C:3]1[N:7]2[CH2:8][CH2:9][CH:10]([C:12]([OH:14])=[O:13])[CH2:11][C:6]2=[N:5][N:4]=1, predict the reactants needed to synthesize it. The reactants are: [F:1][C:2]([F:18])([F:17])[C:3]1[N:7]2[CH2:8][CH2:9][CH:10]([C:12]([O:14]CC)=[O:13])[CH2:11][C:6]2=[N:5][N:4]=1.O[Li].O.Cl. (5) Given the product [CH2:1]([N:3]1[CH2:4][CH2:5][N:6]([C:9]2[C:18]3[C:13](=[CH:14][CH:15]=[CH:16][CH:17]=3)[CH:12]=[C:11]([C:19]3[CH:20]=[CH:21][C:22]([C:25]([OH:27])([CH3:28])[CH3:26])=[CH:23][CH:24]=3)[N:10]=2)[CH2:7][CH2:8]1)[CH3:2], predict the reactants needed to synthesize it. The reactants are: [CH2:1]([N:3]1[CH2:8][CH2:7][N:6]([C:9]2[C:18]3[C:13](=[CH:14][CH:15]=[CH:16][CH:17]=3)[CH:12]=[C:11]([C:19]3[CH:24]=[CH:23][C:22]([C:25](=[O:27])[CH3:26])=[CH:21][CH:20]=3)[N:10]=2)[CH2:5][CH2:4]1)[CH3:2].[CH3:28]COCC.[Cl-].[NH4+].C(=O)([O-])[O-].[Na+].[Na+].